This data is from Peptide-MHC class I binding affinity with 185,985 pairs from IEDB/IMGT. The task is: Regression. Given a peptide amino acid sequence and an MHC pseudo amino acid sequence, predict their binding affinity value. This is MHC class I binding data. The peptide sequence is QPLQQYPL. The MHC is HLA-B53:01 with pseudo-sequence HLA-B53:01. The binding affinity (normalized) is 0.0742.